This data is from Peptide-MHC class I binding affinity with 185,985 pairs from IEDB/IMGT. The task is: Regression. Given a peptide amino acid sequence and an MHC pseudo amino acid sequence, predict their binding affinity value. This is MHC class I binding data. (1) The peptide sequence is LIKTILASY. The MHC is HLA-A11:01 with pseudo-sequence HLA-A11:01. The binding affinity (normalized) is 0.171. (2) The peptide sequence is WLKERLPGF. The MHC is HLA-B08:02 with pseudo-sequence HLA-B08:02. The binding affinity (normalized) is 0.487.